This data is from NCI-60 drug combinations with 297,098 pairs across 59 cell lines. The task is: Regression. Given two drug SMILES strings and cell line genomic features, predict the synergy score measuring deviation from expected non-interaction effect. (1) Drug 1: CC1CCC2CC(C(=CC=CC=CC(CC(C(=O)C(C(C(=CC(C(=O)CC(OC(=O)C3CCCCN3C(=O)C(=O)C1(O2)O)C(C)CC4CCC(C(C4)OC)OCCO)C)C)O)OC)C)C)C)OC. Drug 2: CS(=O)(=O)CCNCC1=CC=C(O1)C2=CC3=C(C=C2)N=CN=C3NC4=CC(=C(C=C4)OCC5=CC(=CC=C5)F)Cl. Cell line: OVCAR-4. Synergy scores: CSS=8.50, Synergy_ZIP=2.43, Synergy_Bliss=4.77, Synergy_Loewe=4.43, Synergy_HSA=4.10. (2) Drug 1: C1=CC(=CC=C1C#N)C(C2=CC=C(C=C2)C#N)N3C=NC=N3. Drug 2: C(CC(=O)O)C(=O)CN.Cl. Cell line: MOLT-4. Synergy scores: CSS=8.16, Synergy_ZIP=-2.50, Synergy_Bliss=-3.18, Synergy_Loewe=-0.984, Synergy_HSA=-1.51. (3) Drug 1: C1=CC(=C2C(=C1NCCNCCO)C(=O)C3=C(C=CC(=C3C2=O)O)O)NCCNCCO. Drug 2: CCC1(C2=C(COC1=O)C(=O)N3CC4=CC5=C(C=CC(=C5CN(C)C)O)N=C4C3=C2)O.Cl. Cell line: K-562. Synergy scores: CSS=50.5, Synergy_ZIP=-4.25, Synergy_Bliss=-0.707, Synergy_Loewe=-0.760, Synergy_HSA=1.15. (4) Drug 1: C1=CC(=CC=C1CCC2=CNC3=C2C(=O)NC(=N3)N)C(=O)NC(CCC(=O)O)C(=O)O. Drug 2: CC(CN1CC(=O)NC(=O)C1)N2CC(=O)NC(=O)C2. Cell line: COLO 205. Synergy scores: CSS=71.5, Synergy_ZIP=3.81, Synergy_Bliss=3.08, Synergy_Loewe=6.44, Synergy_HSA=8.06. (5) Drug 1: CN(C(=O)NC(C=O)C(C(C(CO)O)O)O)N=O. Drug 2: CC1CCCC2(C(O2)CC(NC(=O)CC(C(C(=O)C(C1O)C)(C)C)O)C(=CC3=CSC(=N3)C)C)C. Cell line: BT-549. Synergy scores: CSS=48.6, Synergy_ZIP=3.04, Synergy_Bliss=2.19, Synergy_Loewe=-31.4, Synergy_HSA=2.07. (6) Drug 1: C1=CC(=C2C(=C1NCCNCCO)C(=O)C3=C(C=CC(=C3C2=O)O)O)NCCNCCO. Drug 2: CC(C)CN1C=NC2=C1C3=CC=CC=C3N=C2N. Cell line: OVCAR-8. Synergy scores: CSS=42.8, Synergy_ZIP=7.84, Synergy_Bliss=7.15, Synergy_Loewe=-13.7, Synergy_HSA=6.61. (7) Drug 1: CC1=C(C(=O)C2=C(C1=O)N3CC4C(C3(C2COC(=O)N)OC)N4)N. Drug 2: COCCOC1=C(C=C2C(=C1)C(=NC=N2)NC3=CC=CC(=C3)C#C)OCCOC.Cl. Cell line: RXF 393. Synergy scores: CSS=-5.37, Synergy_ZIP=2.65, Synergy_Bliss=2.32, Synergy_Loewe=-6.30, Synergy_HSA=-5.57. (8) Synergy scores: CSS=7.93, Synergy_ZIP=-4.33, Synergy_Bliss=0.628, Synergy_Loewe=-11.8, Synergy_HSA=-3.02. Drug 1: CC1C(C(=O)NC(C(=O)N2CCCC2C(=O)N(CC(=O)N(C(C(=O)O1)C(C)C)C)C)C(C)C)NC(=O)C3=C4C(=C(C=C3)C)OC5=C(C(=O)C(=C(C5=N4)C(=O)NC6C(OC(=O)C(N(C(=O)CN(C(=O)C7CCCN7C(=O)C(NC6=O)C(C)C)C)C)C(C)C)C)N)C. Cell line: UACC-257. Drug 2: CC1=C2C(C(=O)C3(C(CC4C(C3C(C(C2(C)C)(CC1OC(=O)C(C(C5=CC=CC=C5)NC(=O)C6=CC=CC=C6)O)O)OC(=O)C7=CC=CC=C7)(CO4)OC(=O)C)O)C)OC(=O)C.